This data is from Reaction yield outcomes from USPTO patents with 853,638 reactions. The task is: Predict the reaction yield, written as a fraction of the theoretical maximum amount of product (1.0 means a 100% yield; for example, 0.34 means a 34% yield). (1) The reactants are [O:1]1[CH2:6][CH2:5][N:4]([C:7]2[C:8]3[N:16]=[C:15](Cl)[CH:14]=[CH:13][C:9]=3[N:10]=[CH:11][N:12]=2)[CH2:3][CH2:2]1.[Cl:18][C:19]1[CH:24]=[CH:23][C:22](B(O)O)=[CH:21][CH:20]=1. No catalyst specified. The product is [O:1]1[CH2:6][CH2:5][N:4]([C:7]2[C:8]3[N:16]=[C:15]([C:22]4[CH:23]=[CH:24][C:19]([Cl:18])=[CH:20][CH:21]=4)[CH:14]=[CH:13][C:9]=3[N:10]=[CH:11][N:12]=2)[CH2:3][CH2:2]1. The yield is 0.920. (2) The reactants are [C:1]([O:5][C:6]([NH:8][C@H:9]1[CH2:13][CH2:12][NH:11][CH2:10]1)=[O:7])([CH3:4])([CH3:3])[CH3:2].[F:14][C:15]1[CH:22]=[CH:21][C:18]([CH2:19]Br)=[CH:17][CH:16]=1.C(=O)([O-])[O-].[Cs+].[Cs+]. The catalyst is CCO. The product is [C:1]([O:5][C:6]([NH:8][C@H:9]1[CH2:13][CH2:12][N:11]([CH2:19][C:18]2[CH:21]=[CH:22][C:15]([F:14])=[CH:16][CH:17]=2)[CH2:10]1)=[O:7])([CH3:4])([CH3:2])[CH3:3]. The yield is 0.770. (3) The reactants are [F:1][C:2]1[CH:10]=[C:9]2[C:5]([C:6]([C:12]3[N:13]=[C:14]4[C:20]([C:21](O)=[O:22])=[CH:19][NH:18][C:15]4=[N:16][CH:17]=3)=[N:7][N:8]2[CH3:11])=[CH:4][CH:3]=1.CCN=C=NCCCN(C)C.[NH2:35][C:36]1([CH3:48])[CH2:40][CH2:39][N:38]([C:41]([O:43][C:44]([CH3:47])([CH3:46])[CH3:45])=[O:42])[CH2:37]1. The catalyst is CN(C=O)C.CN(C1C=CN=CC=1)C. The product is [F:1][C:2]1[CH:10]=[C:9]2[C:5]([C:6]([C:12]3[N:13]=[C:14]4[C:20]([C:21]([NH:35][C:36]5([CH3:48])[CH2:40][CH2:39][N:38]([C:41]([O:43][C:44]([CH3:47])([CH3:46])[CH3:45])=[O:42])[CH2:37]5)=[O:22])=[CH:19][NH:18][C:15]4=[N:16][CH:17]=3)=[N:7][N:8]2[CH3:11])=[CH:4][CH:3]=1. The yield is 0.652. (4) The reactants are [NH2:1][C:2]1[N:10]=[C:9]2[C:5]([N:6]([CH2:18][O:19][CH2:20][CH2:21][Si:22]([CH3:25])([CH3:24])[CH3:23])[C:7](=[O:17])[N:8]2[CH:11]2[CH2:16][CH2:15][O:14][CH2:13][CH2:12]2)=[CH:4][N:3]=1.[Cl:26][C:27]1[N:32]=[N:31][C:30]([O:33][CH3:34])=[C:29](I)[CH:28]=1.C(=O)([O-])[O-].[Cs+].[Cs+].CC1(C)C2C=CC=C(P(C3C=CC=CC=3)C3C=CC=CC=3)C=2OC2C1=CC=CC=2P(C1C=CC=CC=1)C1C=CC=CC=1. The catalyst is C1C=CC(/C=C/C(/C=C/C2C=CC=CC=2)=O)=CC=1.C1C=CC(/C=C/C(/C=C/C2C=CC=CC=2)=O)=CC=1.C1C=CC(/C=C/C(/C=C/C2C=CC=CC=2)=O)=CC=1.[Pd].[Pd].O1CCOCC1. The product is [Cl:26][C:27]1[N:32]=[N:31][C:30]([O:33][CH3:34])=[C:29]([NH:1][C:2]2[N:10]=[C:9]3[C:5]([N:6]([CH2:18][O:19][CH2:20][CH2:21][Si:22]([CH3:25])([CH3:24])[CH3:23])[C:7](=[O:17])[N:8]3[CH:11]3[CH2:12][CH2:13][O:14][CH2:15][CH2:16]3)=[CH:4][N:3]=2)[CH:28]=1. The yield is 0.480. (5) The reactants are [CH2:1]([O:3][C:4](=[O:26])[C:5](=P(C1C=CC=CC=1)(C1C=CC=CC=1)C1C=CC=CC=1)[CH3:6])[CH3:2].[CH2:27](O)[CH:28]=[O:29]. The catalyst is C(Cl)Cl. The product is [CH2:1]([O:3][C:4](=[O:26])[C:5]([CH3:6])=[CH:27][CH2:28][OH:29])[CH3:2]. The yield is 0.900. (6) The reactants are [Cl:1][C:2]1[N:7]=[C:6]2[NH:8][CH:9]=[CH:10][C:5]2=[CH:4][CH:3]=1.[H-].[Na+].Br[CH2:14][CH2:15][C:16]1[CH:21]=[CH:20][C:19]([O:22][CH3:23])=[C:18]([O:24][CH3:25])[CH:17]=1.O. The catalyst is CN(C)C=O. The product is [Cl:1][C:2]1[N:7]=[C:6]2[N:8]([CH2:14][CH2:15][C:16]3[CH:21]=[CH:20][C:19]([O:22][CH3:23])=[C:18]([O:24][CH3:25])[CH:17]=3)[CH:9]=[CH:10][C:5]2=[CH:4][CH:3]=1. The yield is 0.500.